This data is from Forward reaction prediction with 1.9M reactions from USPTO patents (1976-2016). The task is: Predict the product of the given reaction. (1) Given the reactants C[O:2][C:3]1[CH:8]=[CH:7][C:6]([C:9]2[C:13]([C:14]3[S:15][C:16]4[CH:22]=[CH:21][CH:20]=[CH:19][C:17]=4[N:18]=3)=[CH:12][NH:11][N:10]=2)=[CH:5][CH:4]=1.BrB(Br)Br, predict the reaction product. The product is: [S:15]1[C:16]2[CH:22]=[CH:21][CH:20]=[CH:19][C:17]=2[N:18]=[C:14]1[C:13]1[C:9]([C:6]2[CH:7]=[CH:8][C:3]([OH:2])=[CH:4][CH:5]=2)=[N:10][NH:11][CH:12]=1. (2) Given the reactants [CH2:1]([N:8]([CH2:26][C:27]1[CH:32]=[CH:31][CH:30]=[CH:29][CH:28]=1)[C:9]1[CH:14]=[C:13](/[CH:15]=[C:16](\[O-])/[C:17]([O:19][CH2:20][CH3:21])=[O:18])[C:12]([N+:23]([O-])=O)=[CH:11][N:10]=1)[C:2]1[CH:7]=[CH:6][CH:5]=[CH:4][CH:3]=1.[K+], predict the reaction product. The product is: [CH2:26]([N:8]([CH2:1][C:2]1[CH:7]=[CH:6][CH:5]=[CH:4][CH:3]=1)[C:9]1[CH:14]=[C:13]2[CH:15]=[C:16]([C:17]([O:19][CH2:20][CH3:21])=[O:18])[NH:23][C:12]2=[CH:11][N:10]=1)[C:27]1[CH:32]=[CH:31][CH:30]=[CH:29][CH:28]=1.